Predict which catalyst facilitates the given reaction. From a dataset of Catalyst prediction with 721,799 reactions and 888 catalyst types from USPTO. Reactant: Br[C:2]1[CH:7]=[CH:6][C:5]([S:8]([N:11]2[C:20]3[C:15](=[CH:16][C:17]([C:21]4[CH:26]=[CH:25][C:24]([C:27]([F:30])([F:29])[F:28])=[CH:23][CH:22]=4)=[CH:18][CH:19]=3)[CH2:14][C:13]([CH3:32])([CH3:31])[CH2:12]2)(=[O:10])=[O:9])=[CH:4][C:3]=1[F:33].[Cu][C:35]#[N:36].Cl. Product: [CH3:32][C:13]1([CH3:31])[CH2:14][C:15]2[C:20](=[CH:19][CH:18]=[C:17]([C:21]3[CH:26]=[CH:25][C:24]([C:27]([F:28])([F:30])[F:29])=[CH:23][CH:22]=3)[CH:16]=2)[N:11]([S:8]([C:5]2[CH:6]=[CH:7][C:2]([C:35]#[N:36])=[C:3]([F:33])[CH:4]=2)(=[O:10])=[O:9])[CH2:12]1. The catalyst class is: 9.